Dataset: Full USPTO retrosynthesis dataset with 1.9M reactions from patents (1976-2016). Task: Predict the reactants needed to synthesize the given product. (1) Given the product [C:30]([C:27]1[N:28]=[CH:29][C:24]([N:3]2[C:2](=[O:1])[C:6]3([CH2:9][CH2:8][CH2:7]3)[N:5]([C:10]3[CH:15]=[CH:14][C:13]([O:16][CH:17]4[CH2:22][CH2:21][N:20]([C:37]([NH2:36])=[O:38])[CH2:19][CH2:18]4)=[CH:12][CH:11]=3)[C:4]2=[S:23])=[CH:25][C:26]=1[C:32]([F:34])([F:33])[F:35])#[N:31], predict the reactants needed to synthesize it. The reactants are: [O:1]=[C:2]1[C:6]2([CH2:9][CH2:8][CH2:7]2)[N:5]([C:10]2[CH:15]=[CH:14][C:13]([O:16][CH:17]3[CH2:22][CH2:21][NH:20][CH2:19][CH2:18]3)=[CH:12][CH:11]=2)[C:4](=[S:23])[N:3]1[C:24]1[CH:25]=[C:26]([C:32]([F:35])([F:34])[F:33])[C:27]([C:30]#[N:31])=[N:28][CH:29]=1.[N:36]([Si](C)(C)C)=[C:37]=[O:38].O. (2) Given the product [C:47]([C:51]1[CH:61]=[CH:60][C:54]([C:55]2[N:56]=[C:36]([CH2:35][N:32]3[CH2:33][CH2:34][C:30]([C:40]4[CH:45]=[CH:44][CH:43]=[CH:42][CH:41]=4)([C:27]4[CH:28]=[CH:29][CH:24]=[CH:25][CH:26]=4)[C:31]3=[O:39])[O:38][N:58]=2)=[CH:53][CH:52]=1)([CH3:50])([CH3:48])[CH3:49], predict the reactants needed to synthesize it. The reactants are: O=C1C(C2C=CC=CC=2)(C2C=CC=CC=2)CCN1CC(O)=O.F[C:24]1[CH:29]=[CH:28][C:27]([C:30]2([C:40]3[CH:45]=[CH:44][C:43](F)=[CH:42][CH:41]=3)[CH2:34][CH2:33][N:32]([CH2:35][C:36]([OH:38])=O)[C:31]2=[O:39])=[CH:26][CH:25]=1.[C:47]([C:51]1[CH:61]=[CH:60][C:54](/[C:55](=[N:58]/[H])/[NH:56]O)=[CH:53][CH:52]=1)([CH3:50])([CH3:49])[CH3:48].ON/C(=N\[H])/C1C=CC(C(F)(F)F)=CC=1. (3) The reactants are: FC(F)(F)C1C=CC([C:9]2C=CC=[C:11]([CH2:15][O:16][C:17]3[CH:22]=[CH:21][C:20]([C:23]4([CH2:27][C:28]([O:30][CH2:31][CH3:32])=[O:29])[CH2:26][O:25][CH2:24]4)=[CH:19][CH:18]=3)[CH:10]=2)=CC=1.OC1C=CC(C2(CC(OCC)=O)COC2)=CC=1.ClCC1[N:55]=[C:56]([C:60]2[CH:65]=[CH:64][CH:63]=[CH:62][CH:61]=2)[O:57]C=1C. Given the product [CH3:9][C:10]1[O:57][C:56]([C:60]2[CH:65]=[CH:64][CH:63]=[CH:62][CH:61]=2)=[N:55][C:11]=1[CH2:15][O:16][C:17]1[CH:22]=[CH:21][C:20]([C:23]2([CH2:27][C:28]([O:30][CH2:31][CH3:32])=[O:29])[CH2:24][O:25][CH2:26]2)=[CH:19][CH:18]=1, predict the reactants needed to synthesize it.